Dataset: Reaction yield outcomes from USPTO patents with 853,638 reactions. Task: Predict the reaction yield, written as a fraction of the theoretical maximum amount of product (1.0 means a 100% yield; for example, 0.34 means a 34% yield). (1) The reactants are [C:1]1([N:7]2[C:12](=[O:13])[C:11]3[S:14][CH:15]=[C:16]([C:17]4[CH:22]=[CH:21][CH:20]=[CH:19][CH:18]=4)[C:10]=3[N:9]=[CH:8]2)[CH:6]=[CH:5][CH:4]=[CH:3][CH:2]=1.N[C:24]1[C:28]([C:29]2C3C(=CC=CC=3)C=CC=2)=CS[C:25]=1C(OC)=O.C(OCC)(OCC)OCC.[Cl:53]C1C=CC(N)=CC=1. The catalyst is C(O)(=O)C. The product is [Cl:53][C:4]1[CH:5]=[CH:6][C:1]([N:7]2[C:12](=[O:13])[C:11]3[S:14][CH:15]=[C:16]([C:17]4[C:18]5[C:19](=[CH:25][CH:24]=[CH:28][CH:29]=5)[CH:20]=[CH:21][CH:22]=4)[C:10]=3[N:9]=[CH:8]2)=[CH:2][CH:3]=1. The yield is 0.463. (2) The reactants are [N:1]1([C:7]2[CH:25]=[CH:24][C:10]([CH2:11][C:12]([CH3:23])([C:18]([O:20][CH2:21][CH3:22])=[O:19])[C:13]([O:15][CH2:16][CH3:17])=[O:14])=[CH:9][CH:8]=2)[CH2:6][CH2:5][NH:4][CH2:3][CH2:2]1.[CH2:26]=O. The catalyst is C(O)=O. The product is [CH3:26][N:4]1[CH2:5][CH2:6][N:1]([C:7]2[CH:8]=[CH:9][C:10]([CH2:11][C:12]([CH3:23])([C:18]([O:20][CH2:21][CH3:22])=[O:19])[C:13]([O:15][CH2:16][CH3:17])=[O:14])=[CH:24][CH:25]=2)[CH2:2][CH2:3]1. The yield is 0.868. (3) The yield is 0.740. The product is [C:8]([C:5]1[N:6]=[CH:7][C:2]([N:13]2[CH2:12][CH2:11][N:10]([C:16]([O:18][C:19]([CH3:22])([CH3:21])[CH3:20])=[O:17])[CH2:15][CH2:14]2)=[CH:3][CH:4]=1)#[N:9]. The reactants are Br[C:2]1[CH:3]=[CH:4][C:5]([C:8]#[N:9])=[N:6][CH:7]=1.[N:10]1([C:16]([O:18][C:19]([CH3:22])([CH3:21])[CH3:20])=[O:17])[CH2:15][CH2:14][NH:13][CH2:12][CH2:11]1.C(=O)([O-])[O-].[K+].[K+].C(OCC)(=O)C. The catalyst is CN(C)C=O. (4) The catalyst is C1C=CC([P]([Pd]([P](C2C=CC=CC=2)(C2C=CC=CC=2)C2C=CC=CC=2)([P](C2C=CC=CC=2)(C2C=CC=CC=2)C2C=CC=CC=2)[P](C2C=CC=CC=2)(C2C=CC=CC=2)C2C=CC=CC=2)(C2C=CC=CC=2)C2C=CC=CC=2)=CC=1.C1C=CC=CC=1. The reactants are Br[CH2:2][C:3]1[N:4]=[C:5]([C:12]2[CH:17]=[CH:16][CH:15]=[C:14]([O:18][CH:19]([F:21])[F:20])[CH:13]=2)[C:6]([O:9][CH2:10][CH3:11])=[N:7][CH:8]=1.CC1(C)C(C)(C)OB([C:30]2[CH:31]=[N:32][C:33]([C:36]#[N:37])=[N:34][CH:35]=2)O1.CCO.C(=O)(O)[O-].[Na+]. The yield is 0.530. The product is [F:20][CH:19]([F:21])[O:18][C:14]1[CH:13]=[C:12]([C:5]2[N:4]=[C:3]([CH2:2][C:30]3[CH:31]=[N:32][C:33]([C:36]#[N:37])=[N:34][CH:35]=3)[CH:8]=[N:7][C:6]=2[O:9][CH2:10][CH3:11])[CH:17]=[CH:16][CH:15]=1. (5) The reactants are Br[C:2]1[CH:23]=[CH:22][C:5]2[C:6]3[N:7]([CH:11]=[C:12]([C:14]4[N:18]([CH:19]([CH3:21])[CH3:20])[N:17]=[CH:16][N:15]=4)[N:13]=3)[CH2:8][CH2:9][O:10][C:4]=2[CH:3]=1.O[C@H:25]1[CH2:29][NH:28][C@H:27]([C:30]([OH:32])=[O:31])[CH2:26]1.P([O-])([O-])([O-])=O.[K+].[K+].[K+].[CH3:41]S(C)=O. The catalyst is [Cu]I. The product is [CH:19]([N:18]1[C:14]([C:12]2[N:13]=[C:6]3[N:7]([CH2:8][CH2:9][O:10][C:4]4[CH:3]=[C:2]([N:28]5[CH2:29][CH2:25][CH2:41][CH2:26][CH:27]5[C:30]([OH:32])=[O:31])[CH:23]=[CH:22][C:5]=43)[CH:11]=2)=[N:15][CH:16]=[N:17]1)([CH3:21])[CH3:20]. The yield is 0.870. (6) The reactants are [CH3:1][C:2]1[S:6][C:5]([N:7]2[CH2:12][CH2:11][CH:10]([O:13][C:14]3[S:15][C:16]4[CH:22]=[C:21]([C:23]5[CH2:28][CH2:27][N:26](C(OC(C)(C)C)=O)[CH2:25][CH:24]=5)[CH:20]=[CH:19][C:17]=4[N:18]=3)[CH2:9][CH2:8]2)=[N:4][N:3]=1.C(O)(C(F)(F)F)=O. The catalyst is C(Cl)Cl. The product is [CH3:1][C:2]1[S:6][C:5]([N:7]2[CH2:12][CH2:11][CH:10]([O:13][C:14]3[S:15][C:16]4[CH:22]=[C:21]([C:23]5[CH2:28][CH2:27][NH:26][CH2:25][CH:24]=5)[CH:20]=[CH:19][C:17]=4[N:18]=3)[CH2:9][CH2:8]2)=[N:4][N:3]=1. The yield is 1.00. (7) The reactants are [O:1]1[CH:5]=[CH:4][CH:3]=[C:2]1[C:6]1[CH:35]=[CH:34][C:9]([C:10]([N:12]([CH2:16][C:17]2[CH:33]=[CH:32][CH:31]=[CH:30][C:18]=2[O:19][CH2:20][CH2:21][CH2:22][CH2:23][CH2:24][C:25]([O:27]CC)=[O:26])[CH:13]([CH3:15])[CH3:14])=[O:11])=[CH:8][N:7]=1.O.[OH-].[Li+]. The catalyst is C1COCC1.O.CO. The product is [O:1]1[CH:5]=[CH:4][CH:3]=[C:2]1[C:6]1[CH:35]=[CH:34][C:9]([C:10]([N:12]([CH2:16][C:17]2[CH:33]=[CH:32][CH:31]=[CH:30][C:18]=2[O:19][CH2:20][CH2:21][CH2:22][CH2:23][CH2:24][C:25]([OH:27])=[O:26])[CH:13]([CH3:15])[CH3:14])=[O:11])=[CH:8][N:7]=1. The yield is 0.892. (8) The reactants are C(Cl)(=O)C(Cl)=O.[CH3:7][C:8]1[CH:16]=[CH:15][C:11]([C:12]([OH:14])=O)=[CH:10][N:9]=1.[C:17]([NH2:21])([CH3:20])([CH3:19])[CH3:18].[OH-].[Na+]. The catalyst is C1(C)C=CC=CC=1.CN(C=O)C. The product is [C:17]([NH:21][C:12](=[O:14])[C:11]1[CH:15]=[CH:16][C:8]([CH3:7])=[N:9][CH:10]=1)([CH3:20])([CH3:19])[CH3:18]. The yield is 0.770. (9) The reactants are [Br:1][C:2]1[CH:3]=[CH:4][C:5]2[C:9]([CH:10]=1)=[N:8][N:7]1[C:11](=[O:28])[CH:12]=[C:13]([CH:15]3[CH2:20][CH2:19][N:18](C(OC(C)(C)C)=O)[CH2:17][CH2:16]3)[NH:14][C:6]=21.[ClH:29]. The catalyst is CO.O1CCOCC1. The product is [ClH:29].[Br:1][C:2]1[CH:3]=[CH:4][C:5]2[C:9]([CH:10]=1)=[N:8][N:14]1[C:13]([CH:15]3[CH2:20][CH2:19][NH:18][CH2:17][CH2:16]3)=[CH:12][C:11](=[O:28])[NH:7][C:6]=21. The yield is 0.780. (10) The reactants are [O:1]1[C:5]2([CH2:10][CH2:9][C:8]([C:11]3[C:12]([CH3:20])=[C:13]([CH:16]=[CH:17][C:18]=3[CH3:19])[CH:14]=O)=[CH:7][CH2:6]2)[O:4][CH2:3][CH2:2]1.[NH2:21][C:22]1[CH:35]=[CH:34][C:25]2[C@H:26]([CH2:29][C:30]([O:32][CH3:33])=[O:31])[CH2:27][O:28][C:24]=2[CH:23]=1.C(O)(=O)C.C(O[BH-](OC(=O)C)OC(=O)C)(=O)C.[Na+].C(=O)([O-])O.[Na+]. The catalyst is C(#N)C. The product is [O:1]1[C:5]2([CH2:10][CH2:9][C:8]([C:11]3[C:12]([CH3:20])=[C:13]([CH:16]=[CH:17][C:18]=3[CH3:19])[CH2:14][NH:21][C:22]3[CH:35]=[CH:34][C:25]4[C@H:26]([CH2:29][C:30]([O:32][CH3:33])=[O:31])[CH2:27][O:28][C:24]=4[CH:23]=3)=[CH:7][CH2:6]2)[O:4][CH2:3][CH2:2]1. The yield is 0.520.